Task: Predict the reactants needed to synthesize the given product.. Dataset: Full USPTO retrosynthesis dataset with 1.9M reactions from patents (1976-2016) (1) Given the product [C:13]([O:12][C:10]([N:17]1[CH2:22][CH2:21][N:20]([C:2]2[CH:7]=[CH:6][C:5]([CH3:8])=[CH:4][C:3]=2[CH3:9])[C@H:19]([CH3:23])[CH2:18]1)=[O:11])([CH3:16])([CH3:14])[CH3:15], predict the reactants needed to synthesize it. The reactants are: Br[C:2]1[CH:7]=[CH:6][C:5]([CH3:8])=[CH:4][C:3]=1[CH3:9].[C:10]([N:17]1[CH2:22][CH2:21][NH:20][C@H:19]([CH3:23])[CH2:18]1)([O:12][C:13]([CH3:16])([CH3:15])[CH3:14])=[O:11].C1(P(C2CCCCC2)C2C=CC=CC=2C2C(C(C)C)=CC(C(C)C)=CC=2C(C)C)CCCCC1.CC(C)([O-])C.[Na+]. (2) Given the product [I:5][C:6]1[CH:11]=[CH:10][C:9]([C:12](=[O:13])[NH:14][CH:15]([C:21]([NH:2][CH3:1])=[O:23])[C:16]([O:18][CH3:19])=[O:17])=[CH:8][CH:7]=1, predict the reactants needed to synthesize it. The reactants are: [CH3:1][NH2:2].CO.[I:5][C:6]1[CH:11]=[CH:10][C:9]([C:12]([NH:14][CH:15]([C:21]([O:23]CC)=O)[C:16]([O:18][CH2:19]C)=[O:17])=[O:13])=[CH:8][CH:7]=1.